From a dataset of Full USPTO retrosynthesis dataset with 1.9M reactions from patents (1976-2016). Predict the reactants needed to synthesize the given product. (1) Given the product [CH2:1]([C:3]1[CH:8]=[C:7]([CH3:9])[CH:6]=[C:5]([CH2:10][CH3:11])[C:4]=1[C:12](=[O:18])[C:13]([N:15]([CH3:17])[N:16]=[C:30]([CH3:31])[CH2:29][S:26]([C:23]1[CH:24]=[CH:25][C:20]([CH3:19])=[CH:21][CH:22]=1)(=[O:28])=[O:27])=[O:14])[CH3:2], predict the reactants needed to synthesize it. The reactants are: [CH2:1]([C:3]1[CH:8]=[C:7]([CH3:9])[CH:6]=[C:5]([CH2:10][CH3:11])[C:4]=1[C:12](=[O:18])[C:13]([N:15]([CH3:17])[NH2:16])=[O:14])[CH3:2].[CH3:19][C:20]1[CH:25]=[CH:24][C:23]([S:26]([CH2:29][C:30](=O)[CH3:31])(=[O:28])=[O:27])=[CH:22][CH:21]=1. (2) Given the product [Cl:1][C:2]1[CH:7]=[CH:6][C:5]([C:8]2[N:12]([CH2:13][C:14]3[CH:21]=[CH:20][C:17]([C:18]#[N:19])=[C:16]([F:22])[CH:15]=3)[C:11]3[CH:23]=[C:24]([F:28])[C:25]([F:27])=[CH:26][C:10]=3[N:9]=2)=[C:4]([O:29][CH2:31][CH:32]2[CH2:36][CH2:35][CH2:34][CH2:33]2)[CH:3]=1, predict the reactants needed to synthesize it. The reactants are: [Cl:1][C:2]1[CH:7]=[CH:6][C:5]([C:8]2[N:12]([CH2:13][C:14]3[CH:21]=[CH:20][C:17]([C:18]#[N:19])=[C:16]([F:22])[CH:15]=3)[C:11]3[CH:23]=[C:24]([F:28])[C:25]([F:27])=[CH:26][C:10]=3[N:9]=2)=[C:4]([OH:29])[CH:3]=1.Br[CH2:31][CH:32]1[CH2:36][CH2:35][CH2:34][CH2:33]1. (3) The reactants are: [N:1]1[S:5][N:4]=[C:3]2[C:6]([S:10]([NH:13][C:14]3[CH:22]=[C:21]([I:23])[CH:20]=[CH:19][C:15]=3[C:16](O)=[O:17])(=[O:12])=[O:11])=[CH:7][CH:8]=[CH:9][C:2]=12.Cl.[CH3:25][O:26][C:27](=[O:39])[C@@H:28]([NH2:38])[CH2:29][C:30]1[CH:35]=[CH:34][C:33]([Cl:36])=[C:32]([I:37])[CH:31]=1. Given the product [CH3:25][O:26][C:27](=[O:39])[C@@H:28]([NH:38][C:16](=[O:17])[C:15]1[CH:19]=[CH:20][C:21]([I:23])=[CH:22][C:14]=1[NH:13][S:10]([C:6]1[C:3]2=[N:4][S:5][N:1]=[C:2]2[CH:9]=[CH:8][CH:7]=1)(=[O:12])=[O:11])[CH2:29][C:30]1[CH:35]=[CH:34][C:33]([Cl:36])=[C:32]([I:37])[CH:31]=1, predict the reactants needed to synthesize it. (4) Given the product [N:10]1([CH2:2][C:3](=[O:9])[CH2:4][C:5]([O:7][CH3:8])=[O:6])[CH2:15][CH2:14][O:13][CH2:12][CH2:11]1, predict the reactants needed to synthesize it. The reactants are: Cl[CH2:2][C:3](=[O:9])[CH2:4][C:5]([O:7][CH3:8])=[O:6].[NH:10]1[CH2:15][CH2:14][O:13][CH2:12][CH2:11]1. (5) Given the product [Cl:1][C:2]1[C:7]([F:8])=[CH:6][CH:5]=[C:4]([Cl:9])[C:3]=1[C@H:10]([O:12][C:13]1[C:14]([NH2:20])=[N:15][CH:16]=[C:17]([B:21]2[O:25][C:24]([CH3:27])([CH3:26])[C:23]([CH3:29])([CH3:28])[O:22]2)[CH:18]=1)[CH3:11], predict the reactants needed to synthesize it. The reactants are: [Cl:1][C:2]1[C:7]([F:8])=[CH:6][CH:5]=[C:4]([Cl:9])[C:3]=1[C@H:10]([O:12][C:13]1[C:14]([NH2:20])=[N:15][CH:16]=[C:17](Br)[CH:18]=1)[CH3:11].[B:21]1([B:21]2[O:25][C:24]([CH3:27])([CH3:26])[C:23]([CH3:29])([CH3:28])[O:22]2)[O:25][C:24]([CH3:27])([CH3:26])[C:23]([CH3:29])([CH3:28])[O:22]1.C([O-])(=O)C.[K+]. (6) The reactants are: [CH3:1][O:2][C:3]1[C:8]2[N:9]=[CH:10][S:11][C:7]=2[CH:6]=[CH:5][CH:4]=1.C(O[C:17](=O)[NH:18][C@H:19]1[CH2:24][CH2:23][C@H:22]([C:25](=[O:30])N(OC)C)[CH2:21][CH2:20]1)(C)(C)C.[O:32]1[C:37]2[CH:38]=[CH:39][C:40](C=O)=[CH:41][C:36]=2[O:35][CH2:34][CH2:33]1. Given the product [O:32]1[C:37]2[CH:38]=[CH:39][C:40]([CH2:17][NH:18][C@H:19]3[CH2:20][CH2:21][C@H:22]([C:25]([C:10]4[S:11][C:7]5[CH:6]=[CH:5][CH:4]=[C:3]([O:2][CH3:1])[C:8]=5[N:9]=4)=[O:30])[CH2:23][CH2:24]3)=[CH:41][C:36]=2[O:35][CH2:34][CH2:33]1, predict the reactants needed to synthesize it. (7) Given the product [CH2:1]([C:3]([C:21]1[CH:34]=[CH:33][C:24]([O:25][CH2:26][C@H:27]([OH:37])[CH2:28][CH2:29][C:30]([OH:31])=[O:32])=[C:23]([CH3:35])[CH:22]=1)([C:6]1[CH:11]=[CH:10][C:9]([CH2:12][CH2:13][CH:14]([OH:19])[C:15]2([CH3:18])[CH2:16][CH2:17]2)=[C:8]([CH3:20])[CH:7]=1)[CH2:4][CH3:5])[CH3:2], predict the reactants needed to synthesize it. The reactants are: [CH2:1]([C:3]([C:21]1[CH:34]=[CH:33][C:24]([O:25][CH2:26][C@@H:27]2[O:31][C:30](=[O:32])[CH2:29][CH2:28]2)=[C:23]([CH3:35])[CH:22]=1)([C:6]1[CH:11]=[CH:10][C:9]([CH2:12][CH2:13][CH:14]([OH:19])[C:15]2([CH3:18])[CH2:17][CH2:16]2)=[C:8]([CH3:20])[CH:7]=1)[CH2:4][CH3:5])[CH3:2].C[OH:37].